Predict which catalyst facilitates the given reaction. From a dataset of Catalyst prediction with 721,799 reactions and 888 catalyst types from USPTO. (1) Reactant: [N+:1]([C:4]1[CH:5]=[C:6]([OH:10])[CH:7]=[CH:8][CH:9]=1)([O-:3])=[O:2].C(=O)([O-])[O-].[Cs+].[Cs+].[CH3:17][O:18][C:19](=[O:22])[CH2:20]Br.O. Product: [CH3:17][O:18][C:19](=[O:22])[CH2:20][O:10][C:6]1[CH:7]=[CH:8][CH:9]=[C:4]([N+:1]([O-:3])=[O:2])[CH:5]=1. The catalyst class is: 21. (2) The catalyst class is: 79. Product: [Cl:37][C:38]1[CH:39]=[N+:40]([O-:63])[CH:41]=[C:42]([Cl:62])[C:43]=1[CH2:44][C@@H:45]([C:47]1[CH:52]=[CH:51][C:50]([O:53][CH:54]([F:56])[F:55])=[C:49]([O:57][CH2:58][CH:59]2[CH2:61][CH2:60]2)[CH:48]=1)[O:34][C:33](=[O:35])[CH2:32][N:26]1[C:25](=[O:36])[C:24]2[C:28](=[CH:29][CH:30]=[C:22]([N:17]([CH2:16][CH2:15][N:12]3[CH2:11][CH2:10][N:9]([CH3:8])[CH2:14][CH2:13]3)[S:18]([CH3:21])(=[O:20])=[O:19])[CH:23]=2)[C:27]1=[O:31]. Reactant: FC(F)(F)C(O)=O.[CH3:8][N:9]1[CH2:14][CH2:13][N:12]([CH2:15][CH2:16][N:17]([C:22]2[CH:23]=[C:24]3[C:28](=[CH:29][CH:30]=2)[C:27](=[O:31])[N:26]([CH2:32][C:33]([OH:35])=[O:34])[C:25]3=[O:36])[S:18]([CH3:21])(=[O:20])=[O:19])[CH2:11][CH2:10]1.[Cl:37][C:38]1[CH:39]=[N+:40]([O-:63])[CH:41]=[C:42]([Cl:62])[C:43]=1[CH2:44][C@@H:45]([C:47]1[CH:52]=[CH:51][C:50]([O:53][CH:54]([F:56])[F:55])=[C:49]([O:57][CH2:58][CH:59]2[CH2:61][CH2:60]2)[CH:48]=1)O.C(Cl)CCl. (3) Reactant: [NH2:1][C@:2]12[CH2:37][CH2:36][C@@H:35]([C:38]([CH3:40])=[CH2:39])[C@@H:3]1[C@@H:4]1[C@@:17]([CH3:20])([CH2:18][CH2:19]2)[C@@:16]2([CH3:21])[C@@H:7]([C@:8]3([CH3:34])[C@@H:13]([CH2:14][CH2:15]2)[C:12]([CH3:23])([CH3:22])[C:11]([C:24]2[CH:33]=[CH:32][C:27]([C:28]([O:30][CH3:31])=[O:29])=[CH:26][CH:25]=2)=[CH:10][CH2:9]3)[CH2:6][CH2:5]1.[CH:41]([S:43]([CH:46]=[CH2:47])(=[O:45])=[O:44])=[CH2:42]. Product: [CH3:20][C@:17]12[C@@:16]3([CH3:21])[C@@H:7]([C@:8]4([CH3:34])[C@@H:13]([CH2:14][CH2:15]3)[C:12]([CH3:22])([CH3:23])[C:11]([C:24]3[CH:25]=[CH:26][C:27]([C:28]([O:30][CH3:31])=[O:29])=[CH:32][CH:33]=3)=[CH:10][CH2:9]4)[CH2:6][CH2:5][C@@H:4]1[C@H:3]1[C@H:35]([C:38]([CH3:40])=[CH2:39])[CH2:36][CH2:37][C@:2]1([NH:1][CH2:47][CH2:46][S:43]([CH:41]=[CH2:42])(=[O:45])=[O:44])[CH2:19][CH2:18]2. The catalyst class is: 14. (4) Reactant: [C:1]([O:5][C:6]([N:8]1[CH2:13][C@@H:12]([NH:14][CH2:15][CH2:16][N:17]2C(=O)C3C(=CC=CC=3)C2=O)[CH2:11][C@@H:10]([C:28](=[O:48])[N:29]([CH:45]2[CH2:47][CH2:46]2)[CH2:30][C:31]2[C:39]3[C:34](=[CH:35][CH:36]=[CH:37][CH:38]=3)[N:33]([CH2:40][CH2:41][CH2:42][O:43][CH3:44])[CH:32]=2)[CH2:9]1)=[O:7])([CH3:4])([CH3:3])[CH3:2].O.NN. Product: [C:1]([O:5][C:6]([N:8]1[CH2:9][C@H:10]([C:28](=[O:48])[N:29]([CH:45]2[CH2:47][CH2:46]2)[CH2:30][C:31]2[C:39]3[C:34](=[CH:35][CH:36]=[CH:37][CH:38]=3)[N:33]([CH2:40][CH2:41][CH2:42][O:43][CH3:44])[CH:32]=2)[CH2:11][C@H:12]([NH:14][CH2:15][CH2:16][NH2:17])[CH2:13]1)=[O:7])([CH3:2])([CH3:4])[CH3:3]. The catalyst class is: 14. (5) Reactant: [H-].[Na+].[CH3:3][C:4]1[CH:9]=[CH:8][C:7]([C:10](=[O:12])[CH3:11])=[CH:6][CH:5]=1.[C:13](OCC)(=[O:15])[CH3:14].Cl. Product: [CH3:3][C:4]1[CH:9]=[CH:8][C:7]([C:10](=[O:12])[CH2:11][C:13](=[O:15])[CH3:14])=[CH:6][CH:5]=1. The catalyst class is: 1. (6) Reactant: [Cl-].[Al+3].[Cl-].[Cl-].[CH:5]1([S:8]([C:11]2[CH:12]=[C:13]([N:17]3[C:22]4=[C:23]([CH3:38])[C:24](=[O:37])[N:25]([CH3:36])[C:26]([NH:27][C:28]5[CH:33]=[CH:32][C:31]([I:34])=[CH:30][C:29]=5[F:35])=[C:21]4[C:20](=[O:39])[N:19](CC4C=CC(OC)=CC=4)[C:18]3=[O:49])[CH:14]=[CH:15][CH:16]=2)(=[O:10])=[O:9])[CH2:7][CH2:6]1. Product: [CH:5]1([S:8]([C:11]2[CH:12]=[C:13]([N:17]3[C:22]4=[C:23]([CH3:38])[C:24](=[O:37])[N:25]([CH3:36])[C:26]([NH:27][C:28]5[CH:33]=[CH:32][C:31]([I:34])=[CH:30][C:29]=5[F:35])=[C:21]4[C:20](=[O:39])[NH:19][C:18]3=[O:49])[CH:14]=[CH:15][CH:16]=2)(=[O:9])=[O:10])[CH2:6][CH2:7]1. The catalyst class is: 520. (7) Reactant: [Cl:1][C:2]1[CH:7]=[CH:6][CH:5]=[C:4]([C:8]([F:11])([F:10])[F:9])[C:3]=1[CH2:12][N:13]1[CH2:17][C@@H:16]([CH3:18])[C@@:15]([CH2:34][C:35]([O:37]C(C)(C)C)=[O:36])([C:19](=[O:33])[NH:20][CH:21]2[CH2:26][CH2:25][N:24]([CH2:27][CH:28]([F:32])[CH2:29][CH2:30][CH3:31])[CH2:23][CH2:22]2)[CH2:14]1.FC(F)(F)C(O)=O. Product: [Cl:1][C:2]1[CH:7]=[CH:6][CH:5]=[C:4]([C:8]([F:11])([F:9])[F:10])[C:3]=1[CH2:12][N:13]1[CH2:17][C@@H:16]([CH3:18])[C@@:15]([CH2:34][C:35]([OH:37])=[O:36])([C:19](=[O:33])[NH:20][CH:21]2[CH2:26][CH2:25][N:24]([CH2:27][CH:28]([F:32])[CH2:29][CH2:30][CH3:31])[CH2:23][CH2:22]2)[CH2:14]1. The catalyst class is: 4. (8) Reactant: S(=O)(=O)(O)O.[F:6][C:7]([F:21])([F:20])[C:8]1[N:13]=[C:12]2[CH:14]=[C:15]([C:17]([OH:19])=[O:18])[NH:16][C:11]2=[CH:10][CH:9]=1. Product: [F:21][C:7]([F:6])([F:20])[C:8]1[N:13]=[C:12]2[CH:14]=[CH:15][NH:16][C:11]2=[CH:10][CH:9]=1.[CH3:14][CH2:15][C:17]([O-:19])=[O:18]. The catalyst class is: 8. (9) Reactant: C[O:2][C:3](=[O:24])[C:4]1[C:5](=[C:10]([NH:14][C:15]2[CH:20]=[CH:19][C:18]([CH:21]([CH3:23])[CH3:22])=[CH:17][CH:16]=2)[CH:11]=[CH:12][CH:13]=1)[C:6]([O:8]C)=[O:7].[OH-].[Na+]. Product: [CH:21]([C:18]1[CH:17]=[CH:16][C:15]([NH:14][C:10]2[CH:11]=[CH:12][CH:13]=[C:4]([C:3]([OH:24])=[O:2])[C:5]=2[C:6]([OH:8])=[O:7])=[CH:20][CH:19]=1)([CH3:23])[CH3:22]. The catalyst class is: 8. (10) Reactant: Br[CH2:2][CH2:3][C:4]([N:6]1[CH2:11][CH2:10][CH:9]([C:12]([OH:14])=[O:13])[CH2:8][CH2:7]1)=[O:5].Cl.[CH3:16][C:17]1[CH:22]=[CH:21][C:20]([NH:23]N)=[CH:19][CH:18]=1.[CH3:25][N:26]1[CH2:31][CH2:30][C:29](=O)[CH2:28][CH2:27]1. Product: [CH3:25][N:26]1[CH2:31][CH2:30][C:29]2[N:23]([CH2:2][CH2:3][C:4]([N:6]3[CH2:11][CH2:10][CH:9]([C:12]([OH:14])=[O:13])[CH2:8][CH2:7]3)=[O:5])[C:20]3[CH:19]=[CH:18][C:17]([CH3:16])=[CH:22][C:21]=3[C:28]=2[CH2:27]1. The catalyst class is: 66.